Dataset: Forward reaction prediction with 1.9M reactions from USPTO patents (1976-2016). Task: Predict the product of the given reaction. (1) Given the reactants [NH2:1][CH2:2][C@H:3]([C:5]1[CH:10]=[CH:9][CH:8]=[CH:7][CH:6]=1)[OH:4].C([O-])([O-])=O.[K+].[K+].[Br:17][C:18]1[CH:19]=[C:20]([CH:25]=[CH:26][C:27]=1[CH2:28]Br)[C:21]([O:23][CH3:24])=[O:22], predict the reaction product. The product is: [Br:17][C:18]1[CH:19]=[C:20]([CH:25]=[CH:26][C:27]=1[CH2:28][NH:1][CH2:2][C@@H:3]([OH:4])[C:5]1[CH:10]=[CH:9][CH:8]=[CH:7][CH:6]=1)[C:21]([O:23][CH3:24])=[O:22]. (2) Given the reactants [NH2:1][C:2]1[CH:3]=[C:4]2[C:20](=[O:21])[NH:19][N:18]=[CH:17][C:6]3=[C:7]([C:11]4[CH:16]=[CH:15][CH:14]=[CH:13][CH:12]=4)[NH:8][C:9]([CH:10]=1)=[C:5]23.[C:22]1(/[CH:28]=[CH:29]/[C:30](O)=[O:31])[CH:27]=[CH:26][CH:25]=[CH:24][CH:23]=1.C(N(CC)CC)C.F[P-](F)(F)(F)(F)F.N1(OC(N(C)C)=[N+](C)C)C2N=CC=CC=2N=N1, predict the reaction product. The product is: [O:21]=[C:20]1[C:4]2[C:5]3[C:6](=[C:7]([C:11]4[CH:12]=[CH:13][CH:14]=[CH:15][CH:16]=4)[NH:8][C:9]=3[CH:10]=[C:2]([NH:1][C:30](=[O:31])/[CH:29]=[CH:28]/[C:22]3[CH:27]=[CH:26][CH:25]=[CH:24][CH:23]=3)[CH:3]=2)[CH:17]=[N:18][NH:19]1. (3) Given the reactants I[C:2]1[C:3]2[C:8]([C:9]([C:16]3[CH:21]=[CH:20][CH:19]=[CH:18][CH:17]=3)=[C:10]3[C:15]=1[CH:14]=[CH:13][CH:12]=[CH:11]3)=[CH:7][CH:6]=[CH:5][CH:4]=2.[Br:22][C:23]1[CH:28]=[CH:27][C:26]([C:29]2[CH:34]=[CH:33][C:32](B(O)O)=[CH:31][CH:30]=2)=[CH:25][CH:24]=1.C(=O)([O-])[O-].[K+].[K+], predict the reaction product. The product is: [Br:22][C:23]1[CH:28]=[CH:27][C:26]([C:29]2[CH:34]=[CH:33][C:32]([C:2]3[C:3]4[C:8]([C:9]([C:16]5[CH:21]=[CH:20][CH:19]=[CH:18][CH:17]=5)=[C:10]5[C:15]=3[CH:14]=[CH:13][CH:12]=[CH:11]5)=[CH:7][CH:6]=[CH:5][CH:4]=4)=[CH:31][CH:30]=2)=[CH:25][CH:24]=1. (4) Given the reactants [ClH:1].O1CCOCC1.[N:8]1[CH:13]=[CH:12][CH:11]=[C:10]([CH2:14][CH2:15][CH:16]2[CH2:21][N:20](C(OC(C)(C)C)=O)[CH2:19][CH2:18][N:17]2[C:29]([O:31][CH2:32][C:33]2[CH:38]=[CH:37][CH:36]=[CH:35][CH:34]=2)=[O:30])[CH:9]=1, predict the reaction product. The product is: [ClH:1].[ClH:1].[N:8]1[CH:13]=[CH:12][CH:11]=[C:10]([CH2:14][CH2:15][CH:16]2[CH2:21][NH:20][CH2:19][CH2:18][N:17]2[C:29]([O:31][CH2:32][C:33]2[CH:38]=[CH:37][CH:36]=[CH:35][CH:34]=2)=[O:30])[CH:9]=1.